This data is from Catalyst prediction with 721,799 reactions and 888 catalyst types from USPTO. The task is: Predict which catalyst facilitates the given reaction. (1) Reactant: [C:1]1([C:7]2[CH:8]=[C:9]3[C:13](=[C:14]([C:16]([NH2:18])=[O:17])[CH:15]=2)[NH:12][CH:11]=[C:10]3[CH:19]2[CH2:24][CH2:23][NH:22][CH2:21][CH2:20]2)[CH:6]=[CH:5][CH:4]=[CH:3][CH:2]=1.C(N(CC)CC)C.Cl[CH2:33][CH2:34][S:35](Cl)(=[O:37])=[O:36]. Product: [CH:34]([S:35]([N:22]1[CH2:23][CH2:24][CH:19]([C:10]2[C:9]3[C:13](=[C:14]([C:16]([NH2:18])=[O:17])[CH:15]=[C:7]([C:1]4[CH:2]=[CH:3][CH:4]=[CH:5][CH:6]=4)[CH:8]=3)[NH:12][CH:11]=2)[CH2:20][CH2:21]1)(=[O:37])=[O:36])=[CH2:33]. The catalyst class is: 2. (2) Reactant: [CH:1]1[CH:6]=[CH:5][C:4]([CH:7]([NH2:10])[CH2:8][OH:9])=[CH:3][CH:2]=1.C([O-])([O-])=O.[Na+].[Na+].[CH2:17](I)[CH3:18].[CH2:20]1COC[CH2:21]1. Product: [CH2:20]([N:10]([CH2:17][CH3:18])[C@H:7]([C:4]1[CH:5]=[CH:6][CH:1]=[CH:2][CH:3]=1)[CH2:8][OH:9])[CH3:21]. The catalyst class is: 682. (3) Reactant: [Cl:1][C:2]1[CH:10]=CC(C(O)=O)=[C:4](C)[CH:3]=1.B.[CH2:13]1[CH2:17][O:16][CH2:15][CH2:14]1.CO. Product: [Cl:1][C:2]1[CH:10]=[C:13]([CH2:17][OH:16])[CH:14]=[CH:15][C:3]=1[CH3:4]. The catalyst class is: 1. (4) Reactant: C([O:3][C:4]([C:6]1([CH2:27][CH:28]=O)[CH2:11][CH2:10][CH:9]([NH:12][S:13]([C:16]2[CH:21]=[CH:20][C:19]([N:22]3[CH:26]=[CH:25][CH:24]=[N:23]3)=[CH:18][CH:17]=2)(=[O:15])=[O:14])[CH2:8][CH2:7]1)=O)C.[C:30]1([C@H:36]([NH2:38])[CH3:37])[CH:35]=[CH:34][CH:33]=[CH:32][CH:31]=1.[O-]S([O-])(=O)=O.[Mg+2].[BH-](OC(C)=O)(OC(C)=O)OC(C)=O.[Na+]. Product: [O:3]=[C:4]1[C:6]2([CH2:11][CH2:10][CH:9]([NH:12][S:13]([C:16]3[CH:21]=[CH:20][C:19]([N:22]4[CH:26]=[CH:25][CH:24]=[N:23]4)=[CH:18][CH:17]=3)(=[O:14])=[O:15])[CH2:8][CH2:7]2)[CH2:27][CH2:28][N:38]1[C@@H:36]([C:30]1[CH:35]=[CH:34][CH:33]=[CH:32][CH:31]=1)[CH3:37]. The catalyst class is: 26. (5) Reactant: [NH2:1][C:2]1[N:7]=[C:6]([C:8]2[CH:15]=[C:14]([F:16])[C:11]([CH:12]=O)=[C:10]([F:17])[CH:9]=2)[CH:5]=[C:4]([CH3:18])[N:3]=1.Cl.[NH2:20]O.C(=O)([O-])[O-].[Na+].[Na+].[CH3:28][CH2:29][OH:30]. Product: [C:12]([C:11]1[C:14]([F:16])=[CH:15][C:8]([C:6]2[CH:5]=[C:4]([CH3:18])[N:3]=[C:2]([NH:1][C:29](=[O:30])[CH3:28])[N:7]=2)=[CH:9][C:10]=1[F:17])#[N:20]. The catalyst class is: 6. (6) The catalyst class is: 8. Product: [CH3:20][C:8]1[CH:7]=[C:6]([O:1][CH2:2][CH3:3])[C:19]2[C:10](=[C:11]3[C:16](=[CH:17][CH:18]=2)[CH:15]=[CH:14][CH:13]=[N:12]3)[N:9]=1. Reactant: [O-:1][CH2:2][CH3:3].[Na+].Cl[C:6]1[C:19]2[C:10](=[C:11]3[C:16](=[CH:17][CH:18]=2)[CH:15]=[CH:14][CH:13]=[N:12]3)[N:9]=[C:8]([CH3:20])[CH:7]=1. (7) Reactant: [NH:1]1[CH2:6][CH2:5][O:4][CH2:3][CH2:2]1.[Cl:7][C:8]1[N:13]=[C:12]([NH:14][C:15]2[CH:19]=[C:18]([O:20][CH3:21])[NH:17][N:16]=2)[C:11]([F:22])=[C:10](Cl)[N:9]=1.CCN(C(C)C)C(C)C. Product: [Cl:7][C:8]1[N:13]=[C:12]([NH:14][C:15]2[CH:19]=[C:18]([O:20][CH3:21])[NH:17][N:16]=2)[C:11]([F:22])=[C:10]([N:1]2[CH2:6][CH2:5][O:4][CH2:3][CH2:2]2)[N:9]=1. The catalyst class is: 51.